From a dataset of Reaction yield outcomes from USPTO patents with 853,638 reactions. Predict the reaction yield, written as a fraction of the theoretical maximum amount of product (1.0 means a 100% yield; for example, 0.34 means a 34% yield). The reactants are [CH3:1][O:2]/[N:3]=[C:4](/[C:15]1[CH:20]=[CH:19][CH:18]=[CH:17][CH:16]=1)\[CH2:5][O:6][C:7]1[CH:12]=[CH:11][C:10]([CH2:13][OH:14])=[CH:9][CH:8]=1.O[C:22]1[CH:27]=[CH:26][C:25]([CH2:28][CH2:29][C:30]([O:32]CC)=[O:31])=[C:24]([O:35][CH:36]([CH3:38])[CH3:37])[CH:23]=1. No catalyst specified. The product is [CH3:1][O:2]/[N:3]=[C:4](/[C:15]1[CH:20]=[CH:19][CH:18]=[CH:17][CH:16]=1)\[CH2:5][O:6][C:7]1[CH:12]=[CH:11][C:10]([CH2:13][O:14][C:22]2[CH:27]=[CH:26][C:25]([CH2:28][CH2:29][C:30]([OH:32])=[O:31])=[C:24]([O:35][CH:36]([CH3:38])[CH3:37])[CH:23]=2)=[CH:9][CH:8]=1. The yield is 0.137.